This data is from Forward reaction prediction with 1.9M reactions from USPTO patents (1976-2016). The task is: Predict the product of the given reaction. Given the reactants Cl[C:2]1[N:3]=[C:4]([NH:19][C@H:20]2[CH2:23][C@H:22]([NH:24][C:25](=[O:31])[O:26][C:27]([CH3:30])([CH3:29])[CH3:28])[CH2:21]2)[C:5]2[CH:10]=[CH:9][N:8]([CH2:11][O:12][CH2:13][CH2:14][Si:15]([CH3:18])([CH3:17])[CH3:16])[C:6]=2[N:7]=1.C([O-])([O-])=O.[Cs+].[Cs+].CC1(C)C2C(=C(P(C3C=CC=CC=3)C3C=CC=CC=3)C=CC=2)OC2C(P(C3C=CC=CC=3)C3C=CC=CC=3)=CC=CC1=2.[CH3:80][N:81]1[CH:85]=[C:84]([NH2:86])[CH:83]=[N:82]1, predict the reaction product. The product is: [CH3:80][N:81]1[CH:85]=[C:84]([NH:86][C:2]2[N:3]=[C:4]([NH:19][C@H:20]3[CH2:23][C@H:22]([NH:24][C:25](=[O:31])[O:26][C:27]([CH3:28])([CH3:29])[CH3:30])[CH2:21]3)[C:5]3[CH:10]=[CH:9][N:8]([CH2:11][O:12][CH2:13][CH2:14][Si:15]([CH3:18])([CH3:16])[CH3:17])[C:6]=3[N:7]=2)[CH:83]=[N:82]1.